Dataset: Full USPTO retrosynthesis dataset with 1.9M reactions from patents (1976-2016). Task: Predict the reactants needed to synthesize the given product. (1) Given the product [F:16][C:4]1[CH:3]=[C:2]([C:20]2[CH:21]=[CH:22][CH:23]=[CH:24][C:19]=2[S:18][CH3:17])[CH:7]=[CH:6][C:5]=1[N:8]1[CH2:13][CH2:12][CH2:11][CH:10]([OH:14])[C:9]1=[O:15], predict the reactants needed to synthesize it. The reactants are: Br[C:2]1[CH:7]=[CH:6][C:5]([N:8]2[CH2:13][CH2:12][CH2:11][CH:10]([OH:14])[C:9]2=[O:15])=[C:4]([F:16])[CH:3]=1.[CH3:17][S:18][C:19]1[CH:24]=[CH:23][CH:22]=[CH:21][C:20]=1B(O)O.C(=O)([O-])[O-].[Na+].[Na+]. (2) Given the product [C:27]([N:7]1[CH2:8][CH2:9][N:1]([CH2:10][CH2:11][N:12]2[CH2:13][CH2:14][N:15]([C:27]([C:34]3[CH:35]=[CH:36][CH:37]=[CH:38][CH:39]=3)([C:28]3[CH:29]=[CH:30][CH:31]=[CH:32][CH:33]=3)[C:40]3[CH:45]=[CH:44][CH:43]=[CH:42][CH:41]=3)[CH2:16][CH2:17][N:18]([C:27]([C:34]3[CH:35]=[CH:36][CH:37]=[CH:38][CH:39]=3)([C:28]3[CH:29]=[CH:30][CH:31]=[CH:32][CH:33]=3)[C:40]3[CH:45]=[CH:44][CH:43]=[CH:42][CH:41]=3)[CH2:19][CH2:20]2)[CH2:2][CH2:3][N:4]([C:27]([C:28]2[CH:33]=[CH:32][CH:31]=[CH:30][CH:29]=2)([C:40]2[CH:41]=[CH:42][CH:43]=[CH:44][CH:45]=2)[C:34]2[CH:35]=[CH:36][CH:37]=[CH:38][CH:39]=2)[CH2:5][CH2:6]1)([C:40]1[CH:45]=[CH:44][CH:43]=[CH:42][CH:41]=1)([C:34]1[CH:39]=[CH:38][CH:37]=[CH:36][CH:35]=1)[C:28]1[CH:33]=[CH:32][CH:31]=[CH:30][CH:29]=1, predict the reactants needed to synthesize it. The reactants are: [N:1]1([CH2:10][CH2:11][N:12]2[CH2:20][CH2:19][NH:18][CH2:17][CH2:16][NH:15][CH2:14][CH2:13]2)[CH2:9][CH2:8][NH:7][CH2:6][CH2:5][NH:4][CH2:3][CH2:2]1.C(=O)([O-])[O-].[K+].[K+].[C:27](Cl)([C:40]1[CH:45]=[CH:44][CH:43]=[CH:42][CH:41]=1)([C:34]1[CH:39]=[CH:38][CH:37]=[CH:36][CH:35]=1)[C:28]1[CH:33]=[CH:32][CH:31]=[CH:30][CH:29]=1.